From a dataset of Catalyst prediction with 721,799 reactions and 888 catalyst types from USPTO. Predict which catalyst facilitates the given reaction. (1) Reactant: Br[C:2]1[CH:3]=[C:4]([N:8]2[CH2:13][CH2:12][S:11](=[O:15])(=[O:14])[CH2:10][CH2:9]2)[CH:5]=[CH:6][CH:7]=1.[B:16]1([B:16]2[O:20][C:19]([CH3:22])([CH3:21])[C:18]([CH3:24])([CH3:23])[O:17]2)[O:20][C:19]([CH3:22])([CH3:21])[C:18]([CH3:24])([CH3:23])[O:17]1.C(Cl)Cl.C([O-])(=O)C. Product: [CH3:23][C:18]1([CH3:24])[C:19]([CH3:22])([CH3:21])[O:20][B:16]([C:2]2[CH:3]=[C:4]([N:8]3[CH2:13][CH2:12][S:11](=[O:15])(=[O:14])[CH2:10][CH2:9]3)[CH:5]=[CH:6][CH:7]=2)[O:17]1. The catalyst class is: 800. (2) Reactant: [C:1]([O:5][C@@H:6]([C:12]1[C:31]([CH3:32])=[CH:30][C:15]2[N:16]=[C:17]([C:19]3[CH:20]=[C:21]4[C:25](=[CH:26][CH:27]=3)[C:24](=[O:28])[N:23]([CH3:29])[CH2:22]4)[S:18][C:14]=2[C:13]=1[C:33]1[CH:38]=[CH:37][C:36]([Cl:39])=[CH:35][CH:34]=1)[C:7]([O:9]CC)=[O:8])([CH3:4])([CH3:3])[CH3:2].[OH-].[Na+]. Product: [C:1]([O:5][C@@H:6]([C:12]1[C:31]([CH3:32])=[CH:30][C:15]2[N:16]=[C:17]([C:19]3[CH:20]=[C:21]4[C:25](=[CH:26][CH:27]=3)[C:24](=[O:28])[N:23]([CH3:29])[CH2:22]4)[S:18][C:14]=2[C:13]=1[C:33]1[CH:38]=[CH:37][C:36]([Cl:39])=[CH:35][CH:34]=1)[C:7]([OH:9])=[O:8])([CH3:4])([CH3:2])[CH3:3]. The catalyst class is: 36.